Dataset: Forward reaction prediction with 1.9M reactions from USPTO patents (1976-2016). Task: Predict the product of the given reaction. Given the reactants [Cl:1][C:2]1[CH:7]=[CH:6][C:5]([C@H:8]2[C@@H:12]([C:13]3[CH:18]=[CH:17][C:16]([Cl:19])=[CH:15][CH:14]=3)[N:11]([C:20](Cl)=[O:21])[C:10]([C:23]3[CH:28]=[CH:27][C:26]([C:29]([C:32]#[N:33])([CH3:31])[CH3:30])=[CH:25][C:24]=3[O:34][CH2:35][CH3:36])=[N:9]2)=[CH:4][CH:3]=1.[N:37]1([C:43](=[O:51])[CH2:44][N:45]2[CH2:50][CH2:49][NH:48][CH2:47][CH2:46]2)[CH2:42][CH2:41][O:40][CH2:39][CH2:38]1, predict the reaction product. The product is: [Cl:1][C:2]1[CH:3]=[CH:4][C:5]([C@H:8]2[C@@H:12]([C:13]3[CH:14]=[CH:15][C:16]([Cl:19])=[CH:17][CH:18]=3)[N:11]([C:20]([N:48]3[CH2:49][CH2:50][N:45]([CH2:44][C:43]([N:37]4[CH2:38][CH2:39][O:40][CH2:41][CH2:42]4)=[O:51])[CH2:46][CH2:47]3)=[O:21])[C:10]([C:23]3[CH:28]=[CH:27][C:26]([C:29]([CH3:30])([CH3:31])[C:32]#[N:33])=[CH:25][C:24]=3[O:34][CH2:35][CH3:36])=[N:9]2)=[CH:6][CH:7]=1.